From a dataset of Peptide-MHC class I binding affinity with 185,985 pairs from IEDB/IMGT. Regression. Given a peptide amino acid sequence and an MHC pseudo amino acid sequence, predict their binding affinity value. This is MHC class I binding data. (1) The peptide sequence is YLFQWNDNV. The MHC is HLA-A11:01 with pseudo-sequence HLA-A11:01. The binding affinity (normalized) is 0.0847. (2) The peptide sequence is TYSAGIVQI. The MHC is HLA-A23:01 with pseudo-sequence HLA-A23:01. The binding affinity (normalized) is 0.629. (3) The peptide sequence is RTSKTSLER. The MHC is HLA-B40:01 with pseudo-sequence HLA-B40:01. The binding affinity (normalized) is 0. (4) The peptide sequence is YIDISDVKV. The MHC is HLA-C04:01 with pseudo-sequence HLA-C04:01. The binding affinity (normalized) is 0.0847. (5) The MHC is HLA-A23:01 with pseudo-sequence HLA-A23:01. The peptide sequence is SYKVASEGF. The binding affinity (normalized) is 0.405.